Dataset: Reaction yield outcomes from USPTO patents with 853,638 reactions. Task: Predict the reaction yield, written as a fraction of the theoretical maximum amount of product (1.0 means a 100% yield; for example, 0.34 means a 34% yield). (1) The reactants are [N:1]1[C:9]2[C:4](=[N:5][CH:6]=[CH:7][CH:8]=2)[NH:3][CH:2]=1.[H-].[Na+].Cl[CH2:13][C:14]1[CH:24]=[CH:23][C:17]2[N:18]=[C:19]([S:21][CH3:22])[S:20][C:16]=2[CH:15]=1. The catalyst is CN(C=O)C. The product is [N:1]1[C:9]2[C:4](=[N:5][CH:6]=[CH:7][CH:8]=2)[N:3]([CH2:13][C:14]2[CH:24]=[CH:23][C:17]3[N:18]=[C:19]([S:21][CH3:22])[S:20][C:16]=3[CH:15]=2)[CH:2]=1. The yield is 0.380. (2) The reactants are [NH2:1][C:2]1[CH:6]=[C:5]([Cl:7])[N:4]([C:8]2[CH:13]=[CH:12][C:11]([Br:14])=[CH:10][CH:9]=2)[C:3]=1[C:15]([O:17][CH2:18][CH3:19])=[O:16].C(N(CC)CC)C.[C:27]([CH2:29][C:30](O)=[O:31])#[N:28].C1CCC(N=C=NC2CCCCC2)CC1. The catalyst is C(#N)C.C1CCCCC1.CCOC(C)=O. The product is [Br:14][C:11]1[CH:10]=[CH:9][C:8]([N:4]2[C:5]([Cl:7])=[CH:6][C:2]([NH:1][C:30](=[O:31])[CH2:29][C:27]#[N:28])=[C:3]2[C:15]([O:17][CH2:18][CH3:19])=[O:16])=[CH:13][CH:12]=1. The yield is 0.960. (3) The reactants are [CH2:1]([C:3]1[C:12]2[O:11][CH:10]([C:13]([F:16])([F:15])[F:14])[C:9]([C:17]([OH:19])=[O:18])=[CH:8][C:7]=2[CH:6]=[CH:5][CH:4]=1)[CH3:2].S(Cl)([Cl:23])(=O)=O. The catalyst is COP(OC)(OC)=O.O. The product is [Cl:23][C:5]1[CH:4]=[C:3]([CH2:1][CH3:2])[C:12]2[O:11][CH:10]([C:13]([F:14])([F:15])[F:16])[C:9]([C:17]([OH:19])=[O:18])=[CH:8][C:7]=2[CH:6]=1. The yield is 1.17. (4) The reactants are Br[CH2:2][C:3]1[N:4]=[C:5]([N:13]2[CH2:18][CH2:17][O:16][CH2:15][CH2:14]2)[S:6][C:7]=1[C:8]([O:10][CH2:11][CH3:12])=[O:9].[O:19]1[C:24]2[CH:25]=[CH:26][C:27](B(O)O)=[CH:28][C:23]=2[O:22][CH2:21][CH2:20]1.C(=O)([O-])[O-].[Cs+].[Cs+].O1CCOCC1.O. The catalyst is C1C=CC([P]([Pd]([P](C2C=CC=CC=2)(C2C=CC=CC=2)C2C=CC=CC=2)([P](C2C=CC=CC=2)(C2C=CC=CC=2)C2C=CC=CC=2)[P](C2C=CC=CC=2)(C2C=CC=CC=2)C2C=CC=CC=2)(C2C=CC=CC=2)C2C=CC=CC=2)=CC=1. The product is [O:19]1[C:24]2[CH:25]=[CH:26][C:27]([CH2:2][C:3]3[N:4]=[C:5]([N:13]4[CH2:18][CH2:17][O:16][CH2:15][CH2:14]4)[S:6][C:7]=3[C:8]([O:10][CH2:11][CH3:12])=[O:9])=[CH:28][C:23]=2[O:22][CH2:21][CH2:20]1. The yield is 0.470. (5) The reactants are [CH3:1][O:2][C:3]1[C:4]2[N:12]=[C:11]([N:13]=[C:14](SC)SC)[S:10][C:5]=2[N:6]=[C:7]([CH3:9])[N:8]=1.Cl.Cl.[NH2:21][CH2:22][C@@:23]1([OH:31])[CH:28]2[CH2:29][CH2:30][N:25]([CH2:26][CH2:27]2)[CH2:24]1.C(=O)([O-])[O-].[Cs+].[Cs+].O. The catalyst is CN(C=O)C. The product is [CH3:1][O:2][C:3]1[C:4]2[N:12]=[C:11]([NH:13][C:14]3[O:31][C@:23]4([CH2:22][N:21]=3)[CH:28]3[CH2:29][CH2:30][N:25]([CH2:26][CH2:27]3)[CH2:24]4)[S:10][C:5]=2[N:6]=[C:7]([CH3:9])[N:8]=1. The yield is 0.500. (6) The reactants are [CH3:1][C:2]1[CH:3]=[CH:4][N:5]2[C:10]=1[C:9](=[O:11])[N:8]([C:12]1[CH:17]=[CH:16][CH:15]=[CH:14][CH:13]=1)[C:7]([C@@H:18]([NH:20][C:21]1[C:22]3[C:29]([C:30]4[CH:35]=[CH:34][CH:33]=[C:32]([S:36]([N:39]5[CH2:44][CH2:43][O:42][CH2:41][CH2:40]5)(=[O:38])=[O:37])[CH:31]=4)=[CH:28][N:27](COCC[Si](C)(C)C)[C:23]=3[N:24]=[CH:25][N:26]=1)[CH3:19])=[N:6]2.FC(F)(F)C(O)=O.N. No catalyst specified. The product is [CH3:1][C:2]1[CH:3]=[CH:4][N:5]2[C:10]=1[C:9](=[O:11])[N:8]([C:12]1[CH:13]=[CH:14][CH:15]=[CH:16][CH:17]=1)[C:7]([C@@H:18]([NH:20][C:21]1[C:22]3[C:29]([C:30]4[CH:35]=[CH:34][CH:33]=[C:32]([S:36]([N:39]5[CH2:40][CH2:41][O:42][CH2:43][CH2:44]5)(=[O:37])=[O:38])[CH:31]=4)=[CH:28][NH:27][C:23]=3[N:24]=[CH:25][N:26]=1)[CH3:19])=[N:6]2. The yield is 0.250. (7) The reactants are [Br:1][C:2]1[CH:7]=[C:6]([CH3:8])[C:5]([N+:9]([O-])=O)=[CH:4][C:3]=1[CH3:12].N#N.O.NN. The catalyst is CO.[Ni]. The product is [NH2:9][C:5]1[CH:4]=[C:3]([CH3:12])[C:2]([Br:1])=[CH:7][C:6]=1[CH3:8]. The yield is 0.870. (8) The reactants are [OH-].[Na+].[CH2:3]([O:5][CH2:6][C:7]1[N:8]([CH2:44][C:45]([OH:48])([CH3:47])[CH3:46])[C:9]2[C:18]3[CH:17]=[CH:16][C:15]([C:19]([O:21]C)=[O:20])=[CH:14][C:13]=3[N:12]=[C:11]([NH:23][C:24]([C:37]3[CH:42]=[CH:41][CH:40]=[CH:39][CH:38]=3)([C:31]3[CH:36]=[CH:35][CH:34]=[CH:33][CH:32]=3)[C:25]3[CH:30]=[CH:29][CH:28]=[CH:27][CH:26]=3)[C:10]=2[N:43]=1)[CH3:4]. The catalyst is C1COCC1.CO. The product is [CH2:3]([O:5][CH2:6][C:7]1[N:8]([CH2:44][C:45]([OH:48])([CH3:47])[CH3:46])[C:9]2[C:18]3[CH:17]=[CH:16][C:15]([C:19]([OH:21])=[O:20])=[CH:14][C:13]=3[N:12]=[C:11]([NH:23][C:24]([C:31]3[CH:36]=[CH:35][CH:34]=[CH:33][CH:32]=3)([C:37]3[CH:38]=[CH:39][CH:40]=[CH:41][CH:42]=3)[C:25]3[CH:30]=[CH:29][CH:28]=[CH:27][CH:26]=3)[C:10]=2[N:43]=1)[CH3:4]. The yield is 0.940.